Predict the product of the given reaction. From a dataset of Forward reaction prediction with 1.9M reactions from USPTO patents (1976-2016). (1) The product is: [Cl-:1].[CH3:3][O:15][C:14]([C:13]1[CH:12]=[CH:11][C:10]([NH:8][NH3+:9])=[CH:18][CH:17]=1)=[O:16]. Given the reactants [ClH:1].O1CCOC[CH2:3]1.[NH:8]([C:10]1[CH:18]=[CH:17][C:13]([C:14]([OH:16])=[O:15])=[CH:12][CH:11]=1)[NH2:9], predict the reaction product. (2) Given the reactants [NH:1]1[C:5]2[CH:6]=[CH:7][CH:8]=[CH:9][C:4]=2[N:3]=[C:2]1[CH2:10][N:11]1[C@@H:24]2[C@@H:15]([CH2:16][CH2:17][C:18]3[C:23]2=[N:22][CH:21]=[CH:20][CH:19]=3)[CH2:14][CH2:13][CH2:12]1.C(=O)([O-])[O-].[K+].[K+].Br.Br[CH2:33][C:34]1[CH:39]=[CH:38][CH:37]=[CH:36][N:35]=1.[I-].[K+], predict the reaction product. The product is: [N:35]1[CH:36]=[CH:37][CH:38]=[CH:39][C:34]=1[CH2:33][N:1]1[C:5]2[CH:6]=[CH:7][CH:8]=[CH:9][C:4]=2[N:3]=[C:2]1[CH2:10][N:11]1[C@@H:24]2[C@@H:15]([CH2:16][CH2:17][C:18]3[C:23]2=[N:22][CH:21]=[CH:20][CH:19]=3)[CH2:14][CH2:13][CH2:12]1.